From a dataset of Forward reaction prediction with 1.9M reactions from USPTO patents (1976-2016). Predict the product of the given reaction. (1) Given the reactants [O:1]=[C:2]1[CH:7]=[C:6]([C:8]([O:10][CH3:11])=[O:9])[CH:5]=[CH:4][NH:3]1.[Br:12][CH2:13][CH:14]([F:18])[CH2:15][CH2:16]Br.C([O-])([O-])=O.[K+].[K+], predict the reaction product. The product is: [Br:12][CH2:13][CH:14]([F:18])[CH2:15][CH2:16][N:3]1[CH:4]=[CH:5][C:6]([C:8]([O:10][CH3:11])=[O:9])=[CH:7][C:2]1=[O:1]. (2) The product is: [C:12]([O:11][C:9](=[O:10])[NH:18][CH2:17][CH2:16][NH2:19])([CH3:13])([CH3:14])[CH3:15]. Given the reactants [C:9](O[C:9]([O:11][C:12]([CH3:15])([CH3:14])[CH3:13])=[O:10])([O:11][C:12]([CH3:15])([CH3:14])[CH3:13])=[O:10].[CH2:16]([NH2:19])[CH2:17][NH2:18], predict the reaction product. (3) Given the reactants [CH:1]1([N:6]2[C:10]3[N:11]=[C:12]([CH:18]4[CH2:20][CH2:19]4)[CH:13]=[C:14]([C:15]([OH:17])=O)[C:9]=3[C:8]([CH3:21])=[N:7]2)[CH2:5][CH2:4][CH2:3][CH2:2]1.[NH2:22][CH2:23][C:24]1[C:25](=[O:32])[NH:26][C:27]([CH3:31])=[CH:28][C:29]=1[CH3:30].ON1C2N=CC=CC=2N=N1.C(Cl)CCl.CN1CCOCC1, predict the reaction product. The product is: [CH:1]1([N:6]2[C:10]3[N:11]=[C:12]([CH:18]4[CH2:19][CH2:20]4)[CH:13]=[C:14]([C:15]([NH:22][CH2:23][C:24]4[C:25](=[O:32])[NH:26][C:27]([CH3:31])=[CH:28][C:29]=4[CH3:30])=[O:17])[C:9]=3[C:8]([CH3:21])=[N:7]2)[CH2:5][CH2:4][CH2:3][CH2:2]1. (4) Given the reactants [Cl:1][C:2]1[CH:7]=[CH:6][C:5]([O:8][C:9]2[CH:10]=[CH:11][C:12]([CH2:15][O:16][C:17]3[NH:22][C:21](=[O:23])[N:20]=[CH:19][CH:18]=3)=[N:13][CH:14]=2)=[CH:4][C:3]=1[C:24]([F:27])([F:26])[F:25].Cl.Cl[CH2:30][C:31]1[CH:32]=[N:33][CH:34]=[CH:35][CH:36]=1, predict the reaction product. The product is: [Cl:1][C:2]1[CH:7]=[CH:6][C:5]([O:8][C:9]2[CH:10]=[CH:11][C:12]([CH2:15][O:16][C:17]3[CH:18]=[CH:19][N:20]([CH2:30][C:31]4[CH:32]=[N:33][CH:34]=[CH:35][CH:36]=4)[C:21](=[O:23])[N:22]=3)=[N:13][CH:14]=2)=[CH:4][C:3]=1[C:24]([F:25])([F:26])[F:27]. (5) The product is: [CH3:1][C:2]([S:22]([CH3:25])(=[O:24])=[O:23])([CH2:6][CH2:7][N:8]1[CH:12]=[C:11]([B:13]2[O:17][C:16]([CH3:18])([CH3:19])[C:15]([CH3:20])([CH3:21])[O:14]2)[CH:10]=[N:9]1)[C:3]([NH:55][O:54][CH:49]1[CH2:50][CH2:51][CH2:52][CH2:53][O:48]1)=[O:4]. Given the reactants [CH3:1][C:2]([S:22]([CH3:25])(=[O:24])=[O:23])([CH2:6][CH2:7][N:8]1[CH:12]=[C:11]([B:13]2[O:17][C:16]([CH3:19])([CH3:18])[C:15]([CH3:21])([CH3:20])[O:14]2)[CH:10]=[N:9]1)[C:3](O)=[O:4].C1C=CC2N(O)N=NC=2C=1.CCN=C=NCCCN(C)C.Cl.[O:48]1[CH2:53][CH2:52][CH2:51][CH2:50][CH:49]1[O:54][NH2:55], predict the reaction product. (6) Given the reactants [Cl:1][C:2]1[CH:7]=[CH:6][CH:5]=[C:4]([Cl:8])[C:3]=1[C:9]1[C:13]([C:14]([OH:16])=O)=[C:12]([CH3:17])[O:11][N:10]=1.[NH2:18][C:19]1[CH:27]=[CH:26][C:22]([CH2:23][CH2:24][OH:25])=[CH:21][CH:20]=1.CN(C(ON1N=NC2C=CC=CC1=2)=[N+](C)C)C.[B-](F)(F)(F)F.C(N(CC)CC)C.C(=O)(O)[O-].[Na+], predict the reaction product. The product is: [OH:25][CH2:24][CH2:23][C:22]1[CH:26]=[CH:27][C:19]([NH:18][C:14]([C:13]2[C:9]([C:3]3[C:4]([Cl:8])=[CH:5][CH:6]=[CH:7][C:2]=3[Cl:1])=[N:10][O:11][C:12]=2[CH3:17])=[O:16])=[CH:20][CH:21]=1.